From a dataset of Full USPTO retrosynthesis dataset with 1.9M reactions from patents (1976-2016). Predict the reactants needed to synthesize the given product. The reactants are: [NH2:1][C:2]1[CH:3]=[C:4]([CH:21]=[CH:22][C:23]=1[CH2:24][S:25]([CH3:28])(=[O:27])=[O:26])[C:5]([NH:7][C:8]1[CH:13]=[CH:12][C:11]([Cl:14])=[C:10]([C:15]2[CH:20]=[CH:19][CH:18]=[CH:17][N:16]=2)[CH:9]=1)=[O:6].[C:29](Cl)(=[O:31])[CH3:30]. Given the product [C:29]([NH:1][C:2]1[CH:3]=[C:4]([CH:21]=[CH:22][C:23]=1[CH2:24][S:25]([CH3:28])(=[O:27])=[O:26])[C:5]([NH:7][C:8]1[CH:13]=[CH:12][C:11]([Cl:14])=[C:10]([C:15]2[CH:20]=[CH:19][CH:18]=[CH:17][N:16]=2)[CH:9]=1)=[O:6])(=[O:31])[CH3:30], predict the reactants needed to synthesize it.